Dataset: Drug-target binding data from BindingDB using IC50 measurements. Task: Regression. Given a target protein amino acid sequence and a drug SMILES string, predict the binding affinity score between them. We predict pIC50 (pIC50 = -log10(IC50 in M); higher means more potent). Dataset: bindingdb_ic50. (1) The compound is O=C(Nc1cccnc1C(=O)O)c1cccc(Oc2ccccc2)c1. The target protein (Q820T1) has sequence MKNYARISCTSRYVPENCVTNHQLSEMMDTSDEWIHSRTGISERRIVTQENTSDLCHQVAKQLLEKSGKQASEIDFILVATVTPDFNMPSVACQVQGAIGATEAFAFDISAACSGFVYALSMAEKLVLSGRYQTGLVIGGETFSKMLDWTDRSTAVLFGDGAAGVLIEAAETPHFLNEKLQADGQRWAALTSGYTINESPFYQGHKQASKTLQMEGRSIFDFAIKDVSQNILSLVTDETVDYLLLHQANVRIIDKIARKTKISREKFLTNMDKYGNTSAASIPILLDEAVENGTLILGSQQRVVLTGFGGGLTWGSLLLTL. The pIC50 is 3.5. (2) The small molecule is COc1cc(N)ccc1-c1nc2snc(C3CCCCC3)c2c(=O)[nH]1. The target protein (Q9NP56) has sequence MSCLMVERCGEILFENPDQNAKCVCMLGDIRLRGQTGVRAERRGSYPFIDFRLLNSTTYSGEIGTKKKVKRLLSFQRYFHASRLLRGIIPQAPLHLLDEDYLGQARHMLSKVGMWDFDIFLFDRLTNGNSLVTLLCHLFNTHGLIHHFKLDMVTLHRFLVMVQEDYHSQNPYHNAVHAADVTQAMHCYLKEPKLASFLTPLDIMLGLLAAAAHDVDHPGVNQPFLIKTNHHLANLYQNMSVLENHHWRSTIGMLRESRLLAHLPKEMTQDIEQQLGSLILATDINRQNEFLTRLKAHLHNKDLRLEDAQDRHFMLQIALKCADICNPCRIWEMSKQWSERVCEEFYRQGELEQKFELEISPLCNQQKDSIPSIQIGFMSYIVEPLFREWAHFTGNSTLSENMLGHLAHNKAQWKSLLPRQHRSRGSSGSGPDHDHAGQGTESEEQEGDSP. The pIC50 is 7.5. (3) The small molecule is CCCCC/C=C\C/C=C\C/C=C\C/C=C\CCCC(=O)NCCO. The target protein sequence is MAAPDLLDPKSAAQNSKPRLSFSTKPTVLASRVESDTTINVMKWKTVSTIFLVVVLYLIIGATVFKALEQPHEISQRTTIVIQKQTFISQHACVNSTELDELIQQIVAAINAGIIPLGNTSNQISHWDLGSSFFFAGTVITTIGFGNISPRTEGGKIFCIIYALLGIPLFGFLLAGVGDQLGTIFGKGIAKVEDTFIKWNVSQTKIRIISTIIFILFGCVLFVALPAIIFKHIEGWSALDAIYFVVITLTTIGFGDYVAGGSDIEYLDFYKPVVWFWILVGLAYFAAVLSMIGDWLRVISKKTKEEVGEFRAHAAEWTANVTAEFKETRRRLSVEIYDKFQRATSIKRKLSAELAGNHNQELTPCRRTLSVNHLASERDVLPSLLKTESIYLNGLTPHCAGEEIAVIENIK. The pIC50 is 6.0. (4) The target protein sequence is QTQGLAKDAWEIPRESLRLEVKLGQGCFGEVWMGTWNGTTRVAIKTLKPGTMSPEAFLQEAQVMKKLRHEKLVQLYAVVSEEPIYIVCEYMSKGSLLDFLKGEMGKYLRLPQLVDMAAQIASGMAYVERMNYVHRDLRAANILVGENLVCKVADFGLARLIEDNEYTARQGAKFPIKWTAPEAALYGRFTIKSDVWSFGILLTELTTKGRVPYPGMVNREVLDQVERGYRMPCPPECPESLHDLMCQCWRKDPEERPTFEYLQAFLEDYFTSTEPQYQPGENL. The pIC50 is 5.8. The small molecule is C=CS(=O)(=O)Nc1ccc(Cc2nn(C(C)C)c3ncnc(N)c23)cc1. (5) The small molecule is CCCC(=O)C1CCN(c2ncnc3c2CN(C(=O)c2ccc(-c4ccccc4)cc2)CC3)CC1. The target protein (Q9NPC2) has sequence MKRQNVRTLSLIVCTFTYLLVGAAVFDALESDHEMREEEKLKAEEIRIKGKYNISSEDYRQLELVILQSEPHRAGVQWKFAGSFYFAITVITTIGYGHAAPGTDAGKAFCMFYAVLGIPLTLVMFQSLGERMNTFVRYLLKRIKKCCGMRNTDVSMENMVTVGFFSCMGTLCIGAAAFSQCEEWSFFHAYYYCFITLTTIGFGDYVALQTKGALQKKPLYVAFSFMYILVGLTVIGAFLNLVVLRFLTMNSEDERRDAEERASLAGNRNSMVIHIPEEPRPSRPRYKADVPDLQSVCSCTCYRSQDYGGRSVAPQNSFSAKLAPHYFHSISYKIEEISPSTLKNSLFPSPISSISPGLHSFTDHQRLMKRRKSV. The pIC50 is 7.5. (6) The compound is CCCCCCC/C=C/CCCCCCCC[C@@H]1OC[C@H](COP(=O)([O-])O)O1. The target protein (Q8K5E0) has sequence MNECHYDKRMDFFYNRSNTDTADEWTGTKLVIVLCVGTFFCLFIFFSNSLVIAAVITNRKFHFPFYYLLANLAAADFFAGIAYVFLMFNTGPVSKTLTVNRWLLRQGLLDTSLTASLANLLVIAVERHMSIMRMRIHSNLTKKRVTLLILLVWAIAIFMGAVPTLGWNCLCNISACSSLAPIYSRSYLIFWTVSNLLAFFIMVVVYVRIYMYVKRKTNVLSPHTSGSISRRRAPMKLMKTVMTVLGAFVVCWTPGLVVLLLDGLNCKQCNVQHVKRWFLLLALLNSVMNPIIYSYKDEDMYNTMRKMICCAPHDSNAERHPSRIPSTIHSRSDTGSQYLEDSISQGQVCNKSSS. The pIC50 is 6.9. (7) The small molecule is CC(C)n1c(Nc2ccc(OCc3cccc(F)c3)c(Cl)c2)nc2cnc(Nc3ccc(N4CCN(C)CC4)cc3)nc21. The target protein sequence is MRPSGTAGAALLALLAALCPASRALEEKKVCQGTSNKLTQLGTFEDHFLSLQRMFNNCEVVLGNLEITYVQRNYDLSFLKTIQEVAGYVLIALNTVERIPLENLQIIRGNMYYENSYALAVLSNYDANKTGLKELPMRNLQEILHGAVRFSNNPALCNVESIQWRDIVSSDFLSNMSMDFQNHLGSCQKCDPSCPNGSCWGAGEENCQKLTKIICAQQCSGRCRGKSPSDCCHNQCAAGCTGPRESDCLVCRKFRDEATCKDTCPPLMLYNPTTYQMDVNPEGKYSFGATCVKKCPRNYVVTDHGSCVRACGADSYEMEEDGVRKCKKCEGPCRKVCNGIGIGEFKDSLSINATNIKHFKNCTSISGDLHILPVAFRGDSFTHTPPLDPQELDILKTVKEITGFLLIQAWPENRTDLHAFENLEIIRGRTKQHGQFSLAVVSLNITSLGLRSLKEISDGDVIISGNKNLCYANTINWKKLFGTSGQKTKIISNRGENSCK.... The pIC50 is 8.4.